This data is from NCI-60 drug combinations with 297,098 pairs across 59 cell lines. The task is: Regression. Given two drug SMILES strings and cell line genomic features, predict the synergy score measuring deviation from expected non-interaction effect. Drug 1: C#CCC(CC1=CN=C2C(=N1)C(=NC(=N2)N)N)C3=CC=C(C=C3)C(=O)NC(CCC(=O)O)C(=O)O. Drug 2: CC1C(C(CC(O1)OC2CC(CC3=C2C(=C4C(=C3O)C(=O)C5=C(C4=O)C(=CC=C5)OC)O)(C(=O)CO)O)N)O.Cl. Cell line: NCI-H322M. Synergy scores: CSS=19.2, Synergy_ZIP=-2.93, Synergy_Bliss=-4.58, Synergy_Loewe=-3.04, Synergy_HSA=-2.82.